From a dataset of Catalyst prediction with 721,799 reactions and 888 catalyst types from USPTO. Predict which catalyst facilitates the given reaction. (1) Reactant: FC(F)(F)S(O[C:7]1[CH:8]=[N:9][C:10]([Cl:23])=[CH:11][C:12]=1[C:13]1[NH:14][C:15]2[C:20]([CH:21]=1)=[C:19]([F:22])[CH:18]=[CH:17][CH:16]=2)(=O)=O.[CH2:26]([Sn](CCCC)(CCCC)C(C)=C)[CH2:27][CH2:28]C. Product: [Cl:23][C:10]1[CH:11]=[C:12]([C:13]2[NH:14][C:15]3[C:20]([CH:21]=2)=[C:19]([F:22])[CH:18]=[CH:17][CH:16]=3)[C:7]([C:27]([CH3:28])=[CH2:26])=[CH:8][N:9]=1. The catalyst class is: 128. (2) Product: [CH3:1][C:2]1[CH:3]=[C:4]([NH:5][C:11]2[S:12][C:13]([C:16]3[CH:21]=[CH:20][CH:19]=[CH:18][CH:17]=3)=[CH:14][N:15]=2)[CH:6]=[C:7]([CH3:9])[CH:8]=1. The catalyst class is: 33. Reactant: [CH3:1][C:2]1[CH:3]=[C:4]([CH:6]=[C:7]([CH3:9])[CH:8]=1)[NH2:5].Cl[C:11]1[S:12][C:13]([C:16]2[CH:21]=[CH:20][CH:19]=[CH:18][CH:17]=2)=[CH:14][N:15]=1. (3) Reactant: C[O:2][C:3]([C:5]1[CH:10]=[C:9]([CH3:11])[N:8]=[C:7]([N:12]2[CH2:16][C@H:15]([S:17][C:18]([C:31]3[CH:36]=[CH:35][CH:34]=[CH:33][CH:32]=3)([C:25]3[CH:30]=[CH:29][CH:28]=[CH:27][CH:26]=3)[C:19]3[CH:24]=[CH:23][CH:22]=[CH:21][CH:20]=3)[CH2:14][C@H:13]2[CH2:37][O:38][CH2:39][C:40]2[CH:45]=[C:44]([F:46])[C:43]([F:47])=[CH:42][C:41]=2[F:48])[N:6]=1)=[O:4]. Product: [CH3:11][C:9]1[N:8]=[C:7]([N:12]2[CH2:16][C@H:15]([S:17][C:18]([C:19]3[CH:24]=[CH:23][CH:22]=[CH:21][CH:20]=3)([C:25]3[CH:26]=[CH:27][CH:28]=[CH:29][CH:30]=3)[C:31]3[CH:32]=[CH:33][CH:34]=[CH:35][CH:36]=3)[CH2:14][C@H:13]2[CH2:37][O:38][CH2:39][C:40]2[CH:45]=[C:44]([F:46])[C:43]([F:47])=[CH:42][C:41]=2[F:48])[N:6]=[C:5]([C:3]([OH:4])=[O:2])[CH:10]=1. The catalyst class is: 12. (4) Reactant: [F:1][C:2]1[CH:3]=[CH:4][C:5]([O:17]C)=[C:6]([S:8]([N:11]2[CH2:16][CH2:15][O:14][CH2:13][CH2:12]2)(=[O:10])=[O:9])[CH:7]=1.BrB(Br)Br.CO. Product: [F:1][C:2]1[CH:3]=[CH:4][C:5]([OH:17])=[C:6]([S:8]([N:11]2[CH2:12][CH2:13][O:14][CH2:15][CH2:16]2)(=[O:9])=[O:10])[CH:7]=1. The catalyst class is: 2. (5) Reactant: [CH2:1](N(CC)CC)[CH3:2].[CH3:8][O:9][C:10]1[CH:11]=[C:12]2[C:17](=[C:18]3[CH2:22][C:21]([CH3:24])([CH3:23])[O:20][C:19]=13)[C:16]([C:25]1[CH:26]=[C:27]([NH2:31])[CH:28]=[CH:29][CH:30]=1)=[N:15][C:14]([CH3:33])([CH3:32])[CH2:13]2.I/C=C\C(N)=O. Product: [CH2:1]([NH:31][C:27]1[CH:28]=[CH:29][CH:30]=[C:25]([C:16]2[C:17]3[C:12](=[CH:11][C:10]([O:9][CH3:8])=[C:19]4[O:20][C:21]([CH3:24])([CH3:23])[CH2:22][C:18]4=3)[CH2:13][C:14]([CH3:33])([CH3:32])[N:15]=2)[CH:26]=1)[CH3:2]. The catalyst class is: 11. (6) Reactant: [CH2:1]([O:3][C:4]([C:6]1[CH:11]=[C:10]([CH:12](O)[CH2:13][CH2:14][C:15]2[CH:20]=[CH:19][C:18]([C:21]([O:23][C:24]([CH3:27])([CH3:26])[CH3:25])=[O:22])=[CH:17][CH:16]=2)[CH:9]=[C:8]([CH3:29])[N:7]=1)=[O:5])[CH3:2].CC(C)=O.C(=O)=O.C(N(S(F)(F)[F:43])CC)C. Product: [CH2:1]([O:3][C:4]([C:6]1[CH:11]=[C:10]([CH:12]([F:43])[CH2:13][CH2:14][C:15]2[CH:20]=[CH:19][C:18]([C:21]([O:23][C:24]([CH3:27])([CH3:26])[CH3:25])=[O:22])=[CH:17][CH:16]=2)[CH:9]=[C:8]([CH3:29])[N:7]=1)=[O:5])[CH3:2]. The catalyst class is: 4. (7) The catalyst class is: 7. Product: [F:6][C:7]1[CH:8]=[CH:9][C:10]([CH2:11][N:12]2[CH2:39][CH2:38][N:15]3[C:16]4[N:37]=[CH:36][CH:35]=[CH:34][C:17]=4[N:18]([CH2:21][C@@H:23]4[CH2:26][CH2:25][N:24]4[C:27]([O:29][C:30]([CH3:33])([CH3:32])[CH3:31])=[O:28])[CH2:19][CH2:20][CH:14]3[CH2:13]2)=[CH:40][CH:41]=1. Reactant: CN(C)CC.[F:6][C:7]1[CH:41]=[CH:40][C:10]([CH2:11][N:12]2[CH2:39][CH2:38][N:15]3[C:16]4[N:37]=[CH:36][CH:35]=[CH:34][C:17]=4[N:18]([C:21]([C@@H:23]4[CH2:26][CH2:25][N:24]4[C:27]([O:29][C:30]([CH3:33])([CH3:32])[CH3:31])=[O:28])=O)[CH2:19][CH2:20][CH:14]3[CH2:13]2)=[CH:9][CH:8]=1.